This data is from Full USPTO retrosynthesis dataset with 1.9M reactions from patents (1976-2016). The task is: Predict the reactants needed to synthesize the given product. (1) Given the product [Cl:12][C:9]1[CH:10]=[CH:11][C:6]([NH:5][C:3](=[O:4])[CH2:2][NH:29][C:30]2[CH:31]=[CH:32][C:33]([O:36][C:37]3[CH:38]=[N:46][CH:44]=[CH:41][CH:42]=3)=[CH:34][CH:35]=2)=[CH:7][C:8]=1[C:13]([F:16])([F:15])[F:14], predict the reactants needed to synthesize it. The reactants are: Cl[CH2:2][C:3]([NH:5][C:6]1[CH:11]=[CH:10][C:9]([Cl:12])=[C:8]([C:13]([F:16])([F:15])[F:14])[CH:7]=1)=[O:4].C(C1C=C(NC(=O)C[NH:29][C:30]2[CH:35]=[CH:34][C:33]([O:36][C:37]3[CH:42]=[CH:41]N=C[CH:38]=3)=[CH:32][CH:31]=2)ON=1)(C)(C)C.[CH2:44]([N:46](C(C)C)C(C)C)C. (2) Given the product [CH3:35][N:31]1[CH:32]=[CH:33][N:34]=[C:30]1[CH2:29][O:1][C:2]1[CH:3]=[C:4]([O:16][C:17]2[CH:22]=[CH:21][C:20]([S:23]([CH3:26])(=[O:25])=[O:24])=[CH:19][CH:18]=2)[CH:5]=[C:6]2[C:10]=1[NH:9][C:8]([C:11]([O:13][CH2:14][CH3:15])=[O:12])=[CH:7]2, predict the reactants needed to synthesize it. The reactants are: [OH:1][C:2]1[CH:3]=[C:4]([O:16][C:17]2[CH:22]=[CH:21][C:20]([S:23]([CH3:26])(=[O:25])=[O:24])=[CH:19][CH:18]=2)[CH:5]=[C:6]2[C:10]=1[NH:9][C:8]([C:11]([O:13][CH2:14][CH3:15])=[O:12])=[CH:7]2.Cl.Cl[CH2:29][C:30]1[N:31]([CH3:35])[CH:32]=[CH:33][N:34]=1.C(=O)([O-])[O-].[K+].[K+].CN(C)C=O.